From a dataset of Reaction yield outcomes from USPTO patents with 853,638 reactions. Predict the reaction yield, written as a fraction of the theoretical maximum amount of product (1.0 means a 100% yield; for example, 0.34 means a 34% yield). (1) The reactants are [C:1]([O:5][C:6](=[O:14])[CH2:7][CH:8]([CH2:12][SH:13])[C:9]([OH:11])=[O:10])([CH3:4])([CH3:3])[CH3:2].[C:15]1([C:21](Cl)([C:28]2[CH:33]=[CH:32][CH:31]=[CH:30][CH:29]=2)[C:22]2[CH:27]=[CH:26][CH:25]=[CH:24][CH:23]=2)[CH:20]=[CH:19][CH:18]=[CH:17][CH:16]=1. The catalyst is C1COCC1. The product is [C:1]([O:5][C:6](=[O:14])[CH2:7][CH:8]([CH2:12][S:13][C:21]([C:15]1[CH:20]=[CH:19][CH:18]=[CH:17][CH:16]=1)([C:28]1[CH:29]=[CH:30][CH:31]=[CH:32][CH:33]=1)[C:22]1[CH:23]=[CH:24][CH:25]=[CH:26][CH:27]=1)[C:9]([OH:11])=[O:10])([CH3:4])([CH3:2])[CH3:3]. The yield is 0.206. (2) The reactants are [OH:1][CH:2]([CH2:22][CH2:23][CH2:24][CH2:25][CH2:26][CH2:27][CH2:28]/[CH:29]=[CH:30]\[CH2:31]/[CH:32]=[CH:33]\[CH2:34][CH2:35][CH2:36][CH2:37][CH3:38])[C:3](=[O:21])[CH2:4][CH2:5][CH2:6][CH2:7][CH2:8][CH2:9][CH2:10]/[CH:11]=[CH:12]\[CH2:13]/[CH:14]=[CH:15]\[CH2:16][CH2:17][CH2:18][CH2:19][CH3:20].Cl.[CH3:40][N:41]([CH3:47])[CH2:42][CH2:43][C:44](O)=[O:45].CCN=C=NCCCN(C)C.CCN(C(C)C)C(C)C. The catalyst is ClCCl.CN(C1C=CN=CC=1)C. The product is [CH3:40][N:41]([CH3:47])[CH2:42][CH2:43][C:44]([O:21][CH:3]([C:2](=[O:1])[CH2:22][CH2:23][CH2:24][CH2:25][CH2:26][CH2:27][CH2:28]/[CH:29]=[CH:30]\[CH2:31]/[CH:32]=[CH:33]\[CH2:34][CH2:35][CH2:36][CH2:37][CH3:38])[CH2:4][CH2:5][CH2:6][CH2:7][CH2:8][CH2:9][CH2:10]/[CH:11]=[CH:12]\[CH2:13]/[CH:14]=[CH:15]\[CH2:16][CH2:17][CH2:18][CH2:19][CH3:20])=[O:45]. The yield is 0.570. (3) The reactants are I[C:2]1[CH:20]=[CH:19][C:5]([O:6][C:7]2[CH:12]=[CH:11][C:10]([N:13]3[CH2:18][CH2:17][O:16][CH2:15][CH2:14]3)=[CH:9][CH:8]=2)=[CH:4][CH:3]=1.[S:21]1[CH:25]=[CH:24][C:23](B(O)O)=[CH:22]1.C(=O)([O-])[O-].[K+].[K+].CC(O)C. The catalyst is [Pd].O. The product is [S:21]1[CH:25]=[CH:24][C:23]([C:2]2[CH:20]=[CH:19][C:5]([O:6][C:7]3[CH:12]=[CH:11][C:10]([N:13]4[CH2:18][CH2:17][O:16][CH2:15][CH2:14]4)=[CH:9][CH:8]=3)=[CH:4][CH:3]=2)=[CH:22]1. The yield is 0.350. (4) The reactants are C1C=CC(P(C2C=CC3C(=CC=CC=3)C=2C2C3C(=CC=CC=3)C=CC=2P(C2C=CC=CC=2)C2C=CC=CC=2)C2C=CC=CC=2)=CC=1.Br[C:48]1[CH:67]=[CH:66][C:51]2[C:52]([C:55]([N:57]3[CH:63]4[CH2:64][CH2:65][N:60]([CH2:61][CH2:62]4)[CH2:59][CH2:58]3)=[O:56])=[N:53][S:54][C:50]=2[CH:49]=1.[CH:68]([N:71]1[CH2:75][CH2:74][NH:73][C:72]1=[O:76])([CH3:70])[CH3:69].C(=O)([O-])[O-].[Cs+].[Cs+]. The catalyst is C([O-])(=O)C.[Pd+2].C([O-])(=O)C.C1(C)C=CC=CC=1. The product is [N:60]12[CH2:65][CH2:64][CH:63]([CH2:62][CH2:61]1)[N:57]([C:55]([C:52]1[C:51]3[CH:66]=[CH:67][C:48]([N:73]4[CH2:74][CH2:75][N:71]([CH:68]([CH3:70])[CH3:69])[C:72]4=[O:76])=[CH:49][C:50]=3[S:54][N:53]=1)=[O:56])[CH2:58][CH2:59]2. The yield is 0.750. (5) The reactants are [Br:1][C:2]1[C:8]([F:9])=[CH:7][CH:6]=[CH:5][C:3]=1[NH2:4].[C:10](Cl)(=[O:14])[CH2:11][CH2:12][CH3:13].N1C=CC=CC=1.O. The catalyst is C(Cl)Cl. The product is [Br:1][C:2]1[C:8]([F:9])=[CH:7][CH:6]=[CH:5][C:3]=1[NH:4][C:10](=[O:14])[CH2:11][CH2:12][CH3:13]. The yield is 0.730. (6) The reactants are [CH2:1]([O:4][C:5]1([CH3:38])[CH2:10][CH2:9][N:8]([C:11]2[N:16]3[CH:17]=[C:18]([C:20]4[CH:25]=[CH:24][CH:23]=[C:22](Br)[CH:21]=4)[N:19]=[C:15]3[CH:14]=[C:13]([CH3:27])[C:12]=2[C@H:28]([O:33][C:34]([CH3:37])([CH3:36])[CH3:35])[C:29]([O:31][CH3:32])=[O:30])[CH2:7][CH2:6]1)[CH:2]=[CH2:3].[F:39][C:40]1[CH:45]=[CH:44][C:43](B(O)O)=[C:42]([O:49][C@H:50]([CH2:52][CH:53]=[CH2:54])[CH3:51])[CH:41]=1.C([O-])([O-])=O.[Na+].[Na+]. The yield is 0.660. The product is [CH2:1]([O:4][C:5]1([CH3:38])[CH2:10][CH2:9][N:8]([C:11]2[N:16]3[CH:17]=[C:18]([C:20]4[CH:21]=[C:22]([C:43]5[CH:44]=[CH:45][C:40]([F:39])=[CH:41][C:42]=5[O:49][C@H:50]([CH2:52][CH:53]=[CH2:54])[CH3:51])[CH:23]=[CH:24][CH:25]=4)[N:19]=[C:15]3[CH:14]=[C:13]([CH3:27])[C:12]=2[C@H:28]([O:33][C:34]([CH3:37])([CH3:36])[CH3:35])[C:29]([O:31][CH3:32])=[O:30])[CH2:7][CH2:6]1)[CH:2]=[CH2:3]. The catalyst is CN(C=O)C.CCOC(C)=O.C1C=CC([P]([Pd]([P](C2C=CC=CC=2)(C2C=CC=CC=2)C2C=CC=CC=2)([P](C2C=CC=CC=2)(C2C=CC=CC=2)C2C=CC=CC=2)[P](C2C=CC=CC=2)(C2C=CC=CC=2)C2C=CC=CC=2)(C2C=CC=CC=2)C2C=CC=CC=2)=CC=1. (7) The reactants are [ClH:1].[CH:2]1([CH2:5][O:6][C:7]2[C:12]3[CH2:13][O:14][C@:15]4([CH3:27])[C@H:19]([C:11]=3[CH:10]=[CH:9][CH:8]=2)[CH2:18][N:17](C(OC(C)(C)C)=O)[CH2:16]4)[CH2:4][CH2:3]1. The catalyst is O1CCOCC1.CO. The product is [ClH:1].[CH:2]1([CH2:5][O:6][C:7]2[C:12]3[CH2:13][O:14][C@:15]4([CH3:27])[C@H:19]([C:11]=3[CH:10]=[CH:9][CH:8]=2)[CH2:18][NH:17][CH2:16]4)[CH2:3][CH2:4]1. The yield is 0.870.